This data is from Forward reaction prediction with 1.9M reactions from USPTO patents (1976-2016). The task is: Predict the product of the given reaction. (1) Given the reactants C[O:2][C:3](=[O:32])[CH2:4][C:5]1[CH:14]=[CH:13][C:12]([Cl:15])=[C:11]2[C:6]=1[C:7]([CH3:31])=[C:8]([CH2:20][C:21]1[CH:26]=[CH:25][C:24]([S:27]([CH3:30])(=[O:29])=[O:28])=[CH:23][CH:22]=1)[C:9]([O:16][CH:17]([F:19])[F:18])=[N:10]2.CO.[OH-].[Li+].O, predict the reaction product. The product is: [Cl:15][C:12]1[CH:13]=[CH:14][C:5]([CH2:4][C:3]([OH:32])=[O:2])=[C:6]2[C:11]=1[N:10]=[C:9]([O:16][CH:17]([F:19])[F:18])[C:8]([CH2:20][C:21]1[CH:22]=[CH:23][C:24]([S:27]([CH3:30])(=[O:29])=[O:28])=[CH:25][CH:26]=1)=[C:7]2[CH3:31]. (2) Given the reactants [F:1][C:2]1[CH:9]=[CH:8][C:7]([CH:10]=[O:11])=[CH:6][C:3]=1[C:4]#[N:5].[CH2:12]([C:14]([CH2:19][CH3:20])([CH2:17]O)[CH2:15][OH:16])[CH3:13].O.C1(C)C=CC(S(O)(=O)=O)=CC=1, predict the reaction product. The product is: [CH2:12]([C:14]1([CH2:19][CH3:20])[CH2:15][O:16][CH:10]([C:7]2[CH:8]=[CH:9][C:2]([F:1])=[C:3]([C:4]#[N:5])[CH:6]=2)[O:11][CH2:17]1)[CH3:13]. (3) The product is: [NH2:15][C:13]1[N:12]=[C:11]2[C:7]([N:8]=[CH:9][N:10]2[C:17]([O:19][CH2:20][C:21]2[CH:26]=[CH:25][CH:24]=[CH:23][CH:22]=2)=[O:18])=[C:6]([C:2]2[O:1][CH:5]=[CH:4][CH:3]=2)[N:14]=1. Given the reactants [O:1]1[CH:5]=[CH:4][CH:3]=[C:2]1[C:6]1[NH:14][C:13]([NH2:15])=[N:12][C:11]2[C:7]=1[N:8]=[CH:9][N:10]=2.Cl[C:17]([O:19][CH2:20][C:21]1[CH:26]=[CH:25][CH:24]=[CH:23][CH:22]=1)=[O:18].C(N(CC)CC)C.O, predict the reaction product. (4) Given the reactants C(OC(=O)NC1CCNC([CH2:14][N:15]2[C:24]([C:25]#[N:26])=[C:23]([C:27]3[CH:32]=[CH:31][CH:30]=[CH:29][CH:28]=3)[C:22]3[C:17](=[CH:18][CH:19]=[C:20]([O:33][CH3:34])[CH:21]=3)[C:16]2=[O:35])C1)(C)(C)C.[ClH:37], predict the reaction product. The product is: [ClH:37].[C:25]([C:24]1[N:15]([CH2:14][CH:22]2[CH2:23][CH2:24][NH:15][CH2:16][CH2:17]2)[C:16](=[O:35])[C:17]2[C:22]([C:23]=1[C:27]1[CH:32]=[CH:31][CH:30]=[CH:29][CH:28]=1)=[CH:21][C:20]([O:33][CH3:34])=[CH:19][CH:18]=2)#[N:26]. (5) Given the reactants [Br:1][C:2]1[CH:7]=[CH:6][CH:5]=[CH:4][C:3]=1[N:8]1[CH2:17][C:16]2[C:11](=[N:12][C:13](S(C)(=O)=O)=[N:14][CH:15]=2)[N:10]([CH3:22])[C:9]1=[O:23].C(C(O)=O)CP(CCC(O)=O)CCC(O)=O.[OH:40][CH2:41][CH:42]1[O:47][C:46]2[CH:48]=[CH:49][C:50]([NH2:52])=[CH:51][C:45]=2[O:44][CH2:43]1.C(O)(C(F)(F)F)=O.Cl, predict the reaction product. The product is: [Br:1][C:2]1[CH:7]=[CH:6][CH:5]=[CH:4][C:3]=1[N:8]1[CH2:17][C:16]2[C:11](=[N:12][C:13]([NH:52][C:50]3[CH:49]=[CH:48][C:46]4[O:47][CH:42]([CH2:41][OH:40])[CH2:43][O:44][C:45]=4[CH:51]=3)=[N:14][CH:15]=2)[N:10]([CH3:22])[C:9]1=[O:23]. (6) Given the reactants [NH:1]1[C:9]2[C:4](=[CH:5][CH:6]=[CH:7][CH:8]=2)[C:3]2([C:13]3=[CH:14][C:15]4[O:19][CH2:18][O:17][C:16]=4[CH:20]=[C:12]3[O:11][CH2:10]2)[C:2]1=[O:21].BrC1C=CC=C2C=1[C:25]1([C:36]3=CC4OCOC=4[CH:43]=[C:35]3[O:34][CH2:33]1)C(=O)N2.ClCC1OC=CC=1.BrCC1OC(C(F)(F)F)=CC=1, predict the reaction product. The product is: [O:34]1[CH:33]=[CH:25][CH:36]=[C:35]1[CH2:43][N:1]1[C:9]2[C:4](=[CH:5][CH:6]=[CH:7][CH:8]=2)[C:3]2([C:13]3=[CH:14][C:15]4[O:19][CH2:18][O:17][C:16]=4[CH:20]=[C:12]3[O:11][CH2:10]2)[C:2]1=[O:21].